From a dataset of Retrosynthesis with 50K atom-mapped reactions and 10 reaction types from USPTO. Predict the reactants needed to synthesize the given product. (1) The reactants are: O=C1CCC(=O)CC1.c1ccc(C[P+](c2ccccc2)(c2ccccc2)c2ccccc2)cc1. Given the product O=C1CCC(=Cc2ccccc2)CC1, predict the reactants needed to synthesize it. (2) Given the product CCOC(=O)CCCCCOc1ccc2ccccc2c1C=O, predict the reactants needed to synthesize it. The reactants are: CCOC(=O)CCCCCBr.O=Cc1c(O)ccc2ccccc12. (3) Given the product COC(=O)N[C@H](C(=O)N1CC(F)(F)C[C@H]1c1ncc(-c2ccc(Br)cc2)[nH]1)C(C)C, predict the reactants needed to synthesize it. The reactants are: COC(=O)N[C@H](C(=O)O)C(C)C.FC1(F)CN[C@H](c2ncc(-c3ccc(Br)cc3)[nH]2)C1. (4) The reactants are: COc1ccc2c(c1)C(=O)C(=O)N2C(CC1CCCC1)C(=O)O.Cn1ccc(N)n1. Given the product COc1ccc2c(c1)C(=O)C(=O)N2C(CC1CCCC1)C(=O)Nc1ccn(C)n1, predict the reactants needed to synthesize it. (5) Given the product CCOC(=O)/C=C/C(=O)N1CC(C(C)C)Oc2ccc(C)cc21, predict the reactants needed to synthesize it. The reactants are: CCOC(=O)/C=C/C(=O)Cl.Cc1ccc2c(c1)NCC(C(C)C)O2. (6) Given the product Cc1c(Br)cccc1SCc1ccccc1, predict the reactants needed to synthesize it. The reactants are: Cc1c(Br)cccc1Br.SCc1ccccc1.